Task: Predict the reaction yield, written as a fraction of the theoretical maximum amount of product (1.0 means a 100% yield; for example, 0.34 means a 34% yield).. Dataset: Reaction yield outcomes from USPTO patents with 853,638 reactions The reactants are Cl[C:2]1[CH:3]=[CH:4][C:5]([N+:8]([O-:10])=[O:9])=[N:6][CH:7]=1.[NH3:11].O. The catalyst is CCO. The product is [N+:8]([C:5]1[N:6]=[CH:7][C:2]([NH2:11])=[CH:3][CH:4]=1)([O-:10])=[O:9]. The yield is 0.260.